This data is from Peptide-MHC class II binding affinity with 134,281 pairs from IEDB. The task is: Regression. Given a peptide amino acid sequence and an MHC pseudo amino acid sequence, predict their binding affinity value. This is MHC class II binding data. (1) The peptide sequence is PEQIQLLKKAFDAFD. The MHC is HLA-DQA10301-DQB10302 with pseudo-sequence HLA-DQA10301-DQB10302. The binding affinity (normalized) is 0.0365. (2) The peptide sequence is KVAATAANAAPANDKFTVFE. The MHC is DRB5_0101 with pseudo-sequence DRB5_0101. The binding affinity (normalized) is 0.733. (3) The peptide sequence is SDFYALISERFINYA. The MHC is DRB1_1101 with pseudo-sequence DRB1_1101. The binding affinity (normalized) is 0.705. (4) The peptide sequence is GKWLDAKSTWYGKPT. The binding affinity (normalized) is 0.472. The MHC is DRB1_1101 with pseudo-sequence DRB1_1101. (5) The peptide sequence is CAATAGTTVYGAFAA. The MHC is HLA-DPA10103-DPB10601 with pseudo-sequence HLA-DPA10103-DPB10601. The binding affinity (normalized) is 0.0740.